This data is from P-glycoprotein inhibition data for predicting drug efflux from Broccatelli et al.. The task is: Regression/Classification. Given a drug SMILES string, predict its absorption, distribution, metabolism, or excretion properties. Task type varies by dataset: regression for continuous measurements (e.g., permeability, clearance, half-life) or binary classification for categorical outcomes (e.g., BBB penetration, CYP inhibition). Dataset: pgp_broccatelli. (1) The result is 0 (non-inhibitor). The molecule is CC(=O)Oc1ccc(C(c2ccc(OC(C)=O)cc2)c2ccccn2)cc1. (2) The compound is c1ccc([C@@H]2CN3CCSC3=N2)cc1. The result is 0 (non-inhibitor).